From a dataset of KCNQ2 potassium channel screen with 302,405 compounds. Binary Classification. Given a drug SMILES string, predict its activity (active/inactive) in a high-throughput screening assay against a specified biological target. (1) The compound is Clc1cc(NC(=O)c2s\c(n(c(=O)c2)C)=N/C)ccc1. The result is 0 (inactive). (2) The molecule is Clc1c(C(=O)N\N=C(\CCC)c2ccccc2)cccc1. The result is 0 (inactive).